The task is: Predict the product of the given reaction.. This data is from Forward reaction prediction with 1.9M reactions from USPTO patents (1976-2016). (1) The product is: [Br:1][C:2]1[CH:7]=[C:6]([F:8])[CH:5]=[CH:4][C:3]=1[CH:9]1[N:10]=[C:11]([C:21]2[S:22][CH:23]=[CH:24][N:25]=2)[NH:12][C:13]([CH2:19][N:26]2[CH2:31][CH2:30][O:29][CH2:28][C@H:27]2[C:32]([OH:34])=[O:33])=[C:14]1[C:15]([O:17][CH3:18])=[O:16]. Given the reactants [Br:1][C:2]1[CH:7]=[C:6]([F:8])[CH:5]=[CH:4][C:3]=1[CH:9]1[C:14]([C:15]([O:17][CH3:18])=[O:16])=[C:13]([CH2:19]Br)[NH:12][C:11]([C:21]2[S:22][CH:23]=[CH:24][N:25]=2)=[N:10]1.[NH:26]1[CH2:31][CH2:30][O:29][CH2:28][C@H:27]1[C:32]([OH:34])=[O:33], predict the reaction product. (2) Given the reactants Br[C:2]1[CH:3]=[C:4]([CH2:8][CH:9]([CH2:13][S:14]([CH2:17][C:18]2[CH:23]=[CH:22][CH:21]=[CH:20][CH:19]=2)(=[O:16])=[O:15])[C:10]([OH:12])=[O:11])[CH:5]=[CH:6][CH:7]=1.C(=O)([O-])[O-].[K+].[K+].[C:30]1(B(O)O)[CH:35]=[CH:34][CH:33]=[CH:32][CH:31]=1.Cl, predict the reaction product. The product is: [C:2]1([C:30]2[CH:35]=[CH:34][CH:33]=[CH:32][CH:31]=2)[CH:7]=[CH:6][CH:5]=[C:4]([CH2:8][CH:9]([CH2:13][S:14]([CH2:17][C:18]2[CH:23]=[CH:22][CH:21]=[CH:20][CH:19]=2)(=[O:16])=[O:15])[C:10]([OH:12])=[O:11])[CH:3]=1.